Dataset: Full USPTO retrosynthesis dataset with 1.9M reactions from patents (1976-2016). Task: Predict the reactants needed to synthesize the given product. Given the product [CH3:3][CH:2]([C:4]1[CH:5]=[CH:6][C:7]([O:13][CH2:14][C:15]2[CH:20]=[CH:19][CH:18]=[CH:17][CH:16]=2)=[C:8]([CH:12]=1)[C:9]([NH:27][C:23]1[CH:22]=[N:21][CH:26]=[CH:25][CH:24]=1)=[O:11])[CH3:1], predict the reactants needed to synthesize it. The reactants are: [CH3:1][CH:2]([C:4]1[CH:5]=[CH:6][C:7]([O:13][CH2:14][C:15]2[CH:20]=[CH:19][CH:18]=[CH:17][CH:16]=2)=[C:8]([CH:12]=1)[C:9]([OH:11])=O)[CH3:3].[N:21]1[CH:26]=[CH:25][CH:24]=[C:23]([NH2:27])[CH:22]=1.C(Cl)CCl.C1C=CC2N(O)N=NC=2C=1.